Dataset: Aqueous solubility values for 9,982 compounds from the AqSolDB database. Task: Regression/Classification. Given a drug SMILES string, predict its absorption, distribution, metabolism, or excretion properties. Task type varies by dataset: regression for continuous measurements (e.g., permeability, clearance, half-life) or binary classification for categorical outcomes (e.g., BBB penetration, CYP inhibition). For this dataset (solubility_aqsoldb), we predict Y. (1) The compound is CNC(=O)Oc1cccc2c1OC(C)(C)O2. The Y is -2.93 log mol/L. (2) The drug is CCCCCC(O)C=CC1C(O)CC(=O)C1CC=CCCCC(=O)O. The Y is -2.47 log mol/L. (3) The molecule is CC1=CCC(C(C)C)CC1.CC1=CCC(C(C)C)CC1. The Y is -5.50 log mol/L. (4) The compound is CCN(CC)c1ccc(N=Nc2c(Cl)cc([N+](=O)[O-])cc2[N+](=O)[O-])c(NC(C)=O)c1. The Y is -7.12 log mol/L. (5) The drug is CCc1cccc(CC)c1N. The Y is -2.35 log mol/L. (6) The compound is CN1C(=O)CN=C(c2ccccc2)c2cc([N+](=O)[O-])ccc21. The Y is -3.80 log mol/L. (7) The compound is CCOc1ccc(NC(=O)c2cc3ccccc3cc2O)cc1. The Y is -5.31 log mol/L. (8) The compound is C[C@H]1C[NH2+][C@H](C)C[NH2+]1. The Y is 0.486 log mol/L. (9) The drug is N.O=C([O-])CC(O)(CC(=O)[O-])C(=O)[O-].[Fe+3]. The Y is 0.661 log mol/L.